This data is from Reaction yield outcomes from USPTO patents with 853,638 reactions. The task is: Predict the reaction yield, written as a fraction of the theoretical maximum amount of product (1.0 means a 100% yield; for example, 0.34 means a 34% yield). The reactants are [Cl:1][C:2]1[CH:7]=[CH:6][C:5]([S:8]([N:11]([C@H:24]([CH2:28][CH2:29][C:30]([F:33])([F:32])[F:31])[C:25]([NH2:27])=[O:26])[CH2:12][C:13]2[CH:18]=[CH:17][C:16]([C:19](=[N:21][OH:22])[NH2:20])=[CH:15][C:14]=2[F:23])(=[O:10])=[O:9])=[CH:4][CH:3]=1.[CH:34](OCC)(OCC)OCC.B(F)(F)F.CCOCC.CCOC(C)=O. The catalyst is ClC(Cl)C. The product is [Cl:1][C:2]1[CH:7]=[CH:6][C:5]([S:8]([N:11]([CH2:12][C:13]2[CH:18]=[CH:17][C:16]([C:19]3[N:20]=[CH:34][O:22][N:21]=3)=[CH:15][C:14]=2[F:23])[C@H:24]([CH2:28][CH2:29][C:30]([F:32])([F:33])[F:31])[C:25]([NH2:27])=[O:26])(=[O:10])=[O:9])=[CH:4][CH:3]=1. The yield is 0.693.